This data is from Forward reaction prediction with 1.9M reactions from USPTO patents (1976-2016). The task is: Predict the product of the given reaction. (1) Given the reactants [CH2:1]([O:3][C:4]([C:6]1[C:7](=[O:28])[N:8]([C:22]2[CH:27]=[CH:26][CH:25]=[CH:24][CH:23]=2)[C:9]2[C:14]([C:15]=1[N:16]1[CH2:21][CH2:20][NH:19][CH2:18][CH2:17]1)=[CH:13][CH:12]=[CH:11][CH:10]=2)=[O:5])[CH3:2].[H-].[Na+].[CH3:31]I, predict the reaction product. The product is: [CH2:1]([O:3][C:4]([C:6]1[C:7](=[O:28])[N:8]([C:22]2[CH:23]=[CH:24][CH:25]=[CH:26][CH:27]=2)[C:9]2[C:14]([C:15]=1[N:16]1[CH2:17][CH2:18][N:19]([CH3:31])[CH2:20][CH2:21]1)=[CH:13][CH:12]=[CH:11][CH:10]=2)=[O:5])[CH3:2]. (2) Given the reactants [CH2:1]([O:8][C@@H:9]1[C@@H:17]([CH:18]=[O:19])[O:16][C@H:15]2[C@H:11]([N:12]=[C:13]([N:20]([CH3:28])[C:21](=[O:27])[O:22][C:23]([CH3:26])([CH3:25])[CH3:24])[S:14]2)[C@H:10]1[F:29])[C:2]1[CH:7]=[CH:6][CH:5]=[CH:4][CH:3]=1.C[Mg+].[Br-].[CH3:33]C(OC(OC(OC(C)(C)C)=O)=O)(C)C, predict the reaction product. The product is: [CH2:1]([O:8][C@@H:9]1[C@@H:17]([CH:18]([OH:19])[CH3:33])[O:16][C@H:15]2[C@H:11]([N:12]=[C:13]([N:20]([CH3:28])[C:21](=[O:27])[O:22][C:23]([CH3:24])([CH3:25])[CH3:26])[S:14]2)[C@H:10]1[F:29])[C:2]1[CH:3]=[CH:4][CH:5]=[CH:6][CH:7]=1. (3) Given the reactants C(N(CC)CC)C.[S:8]1[CH:12]=[C:11]([CH:13]=[O:14])[C:10]2[CH:15]=[CH:16][CH:17]=[CH:18][C:9]1=2.[N:19]1[C:20]([CH:28]=[N:29][C:30]2[CH:35]=[CH:34][N:33]=[C:32]([O:36][CH3:37])[CH:31]=2)=[CH:21][N:22]2[CH:27]=[CH:26][CH:25]=[CH:24][C:23]=12, predict the reaction product. The product is: [S:8]1[CH:12]=[C:11]([C:13](=[O:14])[CH:28]([C:20]2[N:19]=[C:23]3[CH:24]=[CH:25][CH:26]=[CH:27][N:22]3[CH:21]=2)[NH:29][C:30]2[CH:35]=[CH:34][N:33]=[C:32]([O:36][CH3:37])[CH:31]=2)[C:10]2[CH:15]=[CH:16][CH:17]=[CH:18][C:9]1=2. (4) Given the reactants [C:1]([C:5]1[C:6]([NH2:14])=[N:7][N:8]2[CH:13]=[CH:12][CH:11]=[N:10][C:9]=12)([CH3:4])([CH3:3])[CH3:2].[CH3:15][C:16]1([CH3:27])[C@H:21]2[CH2:22][C@@H:17]1[CH2:18][CH2:19][C@H:20]2[CH2:23][C:24](O)=[O:25], predict the reaction product. The product is: [C:1]([C:5]1[C:6]([NH:14][C:24](=[O:25])[CH2:23][C@@H:20]2[CH2:19][CH2:18][C@H:17]3[CH2:22][C@@H:21]2[C:16]3([CH3:15])[CH3:27])=[N:7][N:8]2[CH:13]=[CH:12][CH:11]=[N:10][C:9]=12)([CH3:4])([CH3:2])[CH3:3].